This data is from Full USPTO retrosynthesis dataset with 1.9M reactions from patents (1976-2016). The task is: Predict the reactants needed to synthesize the given product. (1) Given the product [C:40]([C@@H:41]([NH:60][C:61]([C:63]1([NH:69][C:70](=[O:76])[O:71][C:72]([CH3:75])([CH3:74])[CH3:73])[CH2:68][CH2:67][O:66][CH2:65][CH2:64]1)=[O:62])[CH2:42][C:43]1[CH:48]=[CH:47][C:46]([C:49]2[CH:54]=[CH:53][C:52]([S:55]([CH2:58][CH3:59])(=[O:57])=[O:56])=[CH:51][CH:50]=2)=[CH:45][CH:44]=1)#[N:39], predict the reactants needed to synthesize it. The reactants are: C(OC(=O)NC1(C(=O)N[C@@H](CC2C=CC(C3C=CC(C(F)(F)F)=CC=3)=CC=2)C(N)=O)CCOCC1)(C)(C)C.[NH2:39][C:40](=O)[C@@H:41]([NH:60][C:61]([C:63]1([NH:69][C:70](=[O:76])[O:71][C:72]([CH3:75])([CH3:74])[CH3:73])[CH2:68][CH2:67][O:66][CH2:65][CH2:64]1)=[O:62])[CH2:42][C:43]1[CH:48]=[CH:47][C:46]([C:49]2[CH:54]=[CH:53][C:52]([S:55]([CH2:58][CH3:59])(=[O:57])=[O:56])=[CH:51][CH:50]=2)=[CH:45][CH:44]=1.CC[N+](S(N=C(OC)[O-])(=O)=O)(CC)CC. (2) Given the product [CH3:1][C:2]1[CH:3]=[C:4]([NH:45][S:46]([CH3:49])(=[O:48])=[O:47])[CH:5]=[C:6]([C:8]2[C:16]3[C:15]([NH:17][C@H:18]([C:20]4[N:25]([C:26]5[CH:27]=[CH:28][CH:29]=[CH:30][CH:31]=5)[C:24](=[O:32])[C:23]5=[C:33]([CH3:36])[CH:34]=[CH:35][N:22]5[N:21]=4)[CH3:19])=[N:14][CH:13]=[N:12][C:11]=3[NH:10][CH:9]=2)[CH:7]=1, predict the reactants needed to synthesize it. The reactants are: [CH3:1][C:2]1[CH:3]=[C:4]([NH:45][S:46]([CH3:49])(=[O:48])=[O:47])[CH:5]=[C:6]([C:8]2[C:16]3[C:15]([NH:17][C@H:18]([C:20]4[N:25]([C:26]5[CH:31]=[CH:30][CH:29]=[CH:28][CH:27]=5)[C:24](=[O:32])[C:23]5=[C:33]([CH3:36])[CH:34]=[CH:35][N:22]5[N:21]=4)[CH3:19])=[N:14][CH:13]=[N:12][C:11]=3[N:10](COCC[Si](C)(C)C)[CH:9]=2)[CH:7]=1.FC(F)(F)C(O)=O.N.